Dataset: Reaction yield outcomes from USPTO patents with 853,638 reactions. Task: Predict the reaction yield, written as a fraction of the theoretical maximum amount of product (1.0 means a 100% yield; for example, 0.34 means a 34% yield). (1) The reactants are [NH2:1][C:2]1[CH:7]=[CH:6][C:5]([OH:8])=[CH:4][C:3]=1[N+:9]([O-:11])=[O:10].CN(C=O)C.N1C=CN=C1.[Si:22](Cl)([C:25]([CH3:28])([CH3:27])[CH3:26])([CH3:24])[CH3:23]. The catalyst is CCOC(C)=O. The product is [Si:22]([O:8][C:5]1[CH:6]=[CH:7][C:2]([NH2:1])=[C:3]([N+:9]([O-:11])=[O:10])[CH:4]=1)([C:25]([CH3:28])([CH3:27])[CH3:26])([CH3:24])[CH3:23]. The yield is 0.970. (2) The reactants are [C:1](#[N:9])[C:2]1[C:3](=[CH:5][CH:6]=[CH:7][CH:8]=1)[NH2:4].[NH2:10][OH:11]. The catalyst is CCO. The product is [NH2:4][C:3]1[CH:5]=[CH:6][CH:7]=[CH:8][C:2]=1[C:1](=[N:10][OH:11])[NH2:9]. The yield is 0.903. (3) The reactants are Cl[C:2]1[N:7]=[C:6]([NH:8][C:9]2[CH:10]=[C:11]([CH:17]=[CH:18][C:19]=2[CH3:20])[C:12]([NH:14][O:15][CH3:16])=[O:13])[C:5]([F:21])=[CH:4][C:3]=1[C:22]#[N:23].[CH2:24]([NH2:29])[C:25]([CH3:28])([CH3:27])[CH3:26].[F-].[K+]. The catalyst is CS(C)=O. The product is [C:22]([C:3]1[CH:4]=[C:5]([F:21])[C:6]([NH:8][C:9]2[CH:10]=[C:11]([CH:17]=[CH:18][C:19]=2[CH3:20])[C:12]([NH:14][O:15][CH3:16])=[O:13])=[N:7][C:2]=1[NH:29][CH2:24][C:25]([CH3:28])([CH3:27])[CH3:26])#[N:23]. The yield is 0.0180.